This data is from Full USPTO retrosynthesis dataset with 1.9M reactions from patents (1976-2016). The task is: Predict the reactants needed to synthesize the given product. (1) Given the product [CH:1]1([N:6]2[CH2:14][C:13]3[C:8](=[CH:9][CH:10]=[C:11]([O:15][CH2:24][C:25]4[CH:26]=[C:27]([B:31]([OH:33])[OH:32])[CH:28]=[CH:29][CH:30]=4)[CH:12]=3)[C:7]2=[O:16])[CH2:2][CH2:3][CH2:4][CH2:5]1, predict the reactants needed to synthesize it. The reactants are: [CH:1]1([N:6]2[CH2:14][C:13]3[C:8](=[CH:9][CH:10]=[C:11]([OH:15])[CH:12]=3)[C:7]2=[O:16])[CH2:5][CH2:4][CH2:3][CH2:2]1.C([O-])([O-])=O.[K+].[K+].Br[CH2:24][C:25]1[CH:26]=[C:27]([B:31]([OH:33])[OH:32])[CH:28]=[CH:29][CH:30]=1. (2) Given the product [CH3:3][C:4]1[C:8]([C:9]2[CH:18]=[C:17]3[C:12]([C:13]([NH:33][C:34]4[CH:35]=[C:36]([CH:42]=[CH:43][CH:44]=4)[C:37]([OH:39])=[O:38])=[C:14]([C:19]([NH:21][CH2:22][C:23]4[CH:28]=[CH:27][CH:26]=[C:25]([C:29]([F:31])([F:30])[F:32])[CH:24]=4)=[O:20])[CH:15]=[N:16]3)=[CH:11][CH:10]=2)=[C:7]([CH3:45])[O:6][N:5]=1, predict the reactants needed to synthesize it. The reactants are: [OH-].[Na+].[CH3:3][C:4]1[C:8]([C:9]2[CH:18]=[C:17]3[C:12]([C:13]([NH:33][C:34]4[CH:35]=[C:36]([CH:42]=[CH:43][CH:44]=4)[C:37]([O:39]CC)=[O:38])=[C:14]([C:19]([NH:21][CH2:22][C:23]4[CH:28]=[CH:27][CH:26]=[C:25]([C:29]([F:32])([F:31])[F:30])[CH:24]=4)=[O:20])[CH:15]=[N:16]3)=[CH:11][CH:10]=2)=[C:7]([CH3:45])[O:6][N:5]=1. (3) Given the product [F:1][C:2]([F:24])([F:23])[CH2:3][O:4][C:5]1[CH:10]=[CH:9][CH:8]=[CH:7][C:6]=1[C:11]1[CH:16]=[C:15]([F:17])[CH:14]=[CH:13][C:12]=1[C:18]([OH:32])=[O:31], predict the reactants needed to synthesize it. The reactants are: [F:1][C:2]([F:24])([F:23])[CH2:3][O:4][C:5]1[CH:10]=[CH:9][CH:8]=[CH:7][C:6]=1[C:11]1[CH:16]=[C:15]([F:17])[CH:14]=[CH:13][C:12]=1[C:18]1N=CNN=1.C1COCC1.[Li+].[OH-:31].[OH2:32]. (4) Given the product [CH2:28]([O:27][C:24]1[CH:23]=[CH:22][C:21]([C:18]2[CH:19]=[CH:20][C:15]([C:13]([NH:12][CH:4]([CH2:5][C:6]3[CH:7]=[CH:8][CH:9]=[CH:10][CH:11]=3)[C:3]([OH:35])=[O:2])=[O:14])=[CH:16][CH:17]=2)=[CH:26][CH:25]=1)[C:29]1[CH:30]=[CH:31][CH:32]=[CH:33][CH:34]=1, predict the reactants needed to synthesize it. The reactants are: C[O:2][C:3](=[O:35])[CH:4]([NH:12][C:13]([C:15]1[CH:20]=[CH:19][C:18]([C:21]2[CH:26]=[CH:25][C:24]([O:27][CH2:28][C:29]3[CH:34]=[CH:33][CH:32]=[CH:31][CH:30]=3)=[CH:23][CH:22]=2)=[CH:17][CH:16]=1)=[O:14])[CH2:5][C:6]1[CH:11]=[CH:10][CH:9]=[CH:8][CH:7]=1.[OH-].[Li+].Cl. (5) The reactants are: [H-].[Na+].[CH3:3][S:4][C:5]1[CH:6]=[N:7][NH:8][CH:9]=1.Br[CH2:11][C:12]#[N:13].[Cl-].[NH4+]. Given the product [CH3:3][S:4][C:5]1[CH:6]=[N:7][N:8]([CH2:11][C:12]#[N:13])[CH:9]=1, predict the reactants needed to synthesize it.